Regression. Given a peptide amino acid sequence and an MHC pseudo amino acid sequence, predict their binding affinity value. This is MHC class II binding data. From a dataset of Peptide-MHC class II binding affinity with 134,281 pairs from IEDB. (1) The peptide sequence is HVGAKQENWNTDIKT. The MHC is DRB1_0301 with pseudo-sequence DRB1_0301. The binding affinity (normalized) is 0. (2) The peptide sequence is LVNLLIFHINGKIIKNS. The MHC is DRB1_0301 with pseudo-sequence DRB1_0301. The binding affinity (normalized) is 0.0860. (3) The peptide sequence is ASAAILGHDGTVWAQ. The MHC is HLA-DPA10201-DPB10501 with pseudo-sequence HLA-DPA10201-DPB10501. The binding affinity (normalized) is 0.0112. (4) The peptide sequence is YDKFLANVETVLTGK. The MHC is DRB1_0401 with pseudo-sequence DRB1_0401. The binding affinity (normalized) is 0.579. (5) The peptide sequence is DRLHPVHAGPVAPGQ. The MHC is DRB1_1501 with pseudo-sequence DRB1_1501. The binding affinity (normalized) is 0.439. (6) The peptide sequence is GKIDFLNNYALFLSP. The MHC is HLA-DPA10301-DPB10402 with pseudo-sequence HLA-DPA10301-DPB10402. The binding affinity (normalized) is 0.694.